This data is from Catalyst prediction with 721,799 reactions and 888 catalyst types from USPTO. The task is: Predict which catalyst facilitates the given reaction. (1) Reactant: [Cl:1][C:2]1[C:7]([CH2:8][OH:9])=[CH:6][N:5]=[C:4]([C:10]2[CH:15]=[CH:14][CH:13]=[CH:12][CH:11]=2)[N:3]=1.CC(OI1(OC(C)=O)(OC(C)=O)OC(=O)C2C=CC=CC1=2)=O. Product: [Cl:1][C:2]1[C:7]([CH:8]=[O:9])=[CH:6][N:5]=[C:4]([C:10]2[CH:11]=[CH:12][CH:13]=[CH:14][CH:15]=2)[N:3]=1. The catalyst class is: 91. (2) Reactant: [O:1]=[C:2]([N:8]([CH2:23][C:24]1[CH:29]=[CH:28][CH:27]=[CH:26][CH:25]=1)[CH2:9][C@H:10]1[CH2:15][O:14][CH2:13][CH2:12][N:11]1CC1C=CC=CC=1)[C:3](OCC)=[O:4]. Product: [C:24]1([CH2:23][N:8]2[C:2](=[O:1])[C:3](=[O:4])[N:11]3[C@H:10]([CH2:15][O:14][CH2:13][CH2:12]3)[CH2:9]2)[CH:29]=[CH:28][CH:27]=[CH:26][CH:25]=1. The catalyst class is: 350. (3) Reactant: [NH2:1][C:2]1[CH:7]=[CH:6][C:5]([B:8]2[O:16][C:13]([CH3:15])([CH3:14])[C:10]([CH3:12])([CH3:11])[O:9]2)=[CH:4][C:3]=1[O:17][CH3:18].C([Mg]Cl)C.[CH3:23][N:24]1[C:28]([C:29](OC)=[O:30])=[CH:27][C:26]2[CH:33]=[CH:34][S:35][C:25]1=2. Product: [CH3:18][O:17][C:3]1[CH:4]=[C:5]([B:8]2[O:9][C:10]([CH3:12])([CH3:11])[C:13]([CH3:14])([CH3:15])[O:16]2)[CH:6]=[CH:7][C:2]=1[NH:1][C:29]([C:28]1[N:24]([CH3:23])[C:25]2[S:35][CH:34]=[CH:33][C:26]=2[CH:27]=1)=[O:30]. The catalyst class is: 334. (4) Reactant: [Cl:1][C:2]1[CH:3]=[C:4]([NH2:8])[CH:5]=[N:6][CH:7]=1.C[Al](C)C.[F:13][C:14]1[CH:19]=[CH:18][C:17]([N:20]2[C:24]([CH3:25])=[C:23]([C:26](OCC)=[O:27])[N:22]=[N:21]2)=[CH:16][CH:15]=1.CO. Product: [Cl:1][C:2]1[CH:3]=[C:4]([NH:8][C:26]([C:23]2[N:22]=[N:21][N:20]([C:17]3[CH:18]=[CH:19][C:14]([F:13])=[CH:15][CH:16]=3)[C:24]=2[CH3:25])=[O:27])[CH:5]=[N:6][CH:7]=1. The catalyst class is: 12. (5) Reactant: [Br:1][C:2]1[C:3]([CH3:10])=[N:4][C:5]([CH3:9])=[CH:6][C:7]=1[CH3:8].C1C(=O)N([Br:18])C(=O)C1. Product: [Br:1][C:2]1[C:3]([CH3:10])=[N:4][C:5]([CH2:9][Br:18])=[CH:6][C:7]=1[CH3:8]. The catalyst class is: 340. (6) Reactant: C(OC([N:8]1[CH2:13][CH2:12][CH:11]([C:14]([C:16]2[CH:17]=[CH:18][C:19]3[O:23][CH2:22][CH2:21][C:20]=3[CH:24]=2)=[O:15])[CH2:10][CH2:9]1)=O)(C)(C)C.C(O)(C(F)(F)F)=O. Product: [O:23]1[C:19]2[CH:18]=[CH:17][C:16]([C:14]([CH:11]3[CH2:10][CH2:9][NH:8][CH2:13][CH2:12]3)=[O:15])=[CH:24][C:20]=2[CH2:21][CH2:22]1. The catalyst class is: 2. (7) Reactant: [Br:1][C:2]1[CH:3]=[C:4]([C:7](=[O:12])C(Cl)(Cl)Cl)[NH:5][CH:6]=1.CCN(C(C)C)C(C)C.FC(F)(F)C(O)=O.[NH2:29][CH2:30]/[CH:31]=[CH:32]/[C:33]([O:35][CH2:36][CH3:37])=[O:34]. Product: [Br:1][C:2]1[CH:3]=[C:4]([C:7]([NH:29][CH2:30]/[CH:31]=[CH:32]/[C:33]([O:35][CH2:36][CH3:37])=[O:34])=[O:12])[NH:5][CH:6]=1. The catalyst class is: 2. (8) Reactant: [CH2:1]1[C:9]2[C:4](=[CH:5][C:6]([OH:10])=[CH:7][CH:8]=2)[CH2:3][CH2:2]1.N1C=CC=CC=1.[C:17](Cl)(=[O:19])[CH3:18]. Product: [C:17]([O:10][C:6]1[CH:5]=[C:4]2[C:9](=[CH:8][CH:7]=1)[CH2:1][CH2:2][CH2:3]2)(=[O:19])[CH3:18]. The catalyst class is: 4. (9) Reactant: C(OC([N:8]1[CH2:13][CH2:12][N:11]([C:14]2[C:15]3[S:31][CH:30]=[CH:29][C:16]=3[N:17]=[C:18]([C:20]3[CH:25]=[C:24]([F:26])[C:23]([Cl:27])=[CH:22][C:21]=3[F:28])[N:19]=2)[CH2:10][CH2:9]1)=O)(C)(C)C.[ClH:32].O1CCOCC1. Product: [ClH:27].[ClH:32].[Cl:27][C:23]1[C:24]([F:26])=[CH:25][C:20]([C:18]2[N:19]=[C:14]([N:11]3[CH2:10][CH2:9][NH:8][CH2:13][CH2:12]3)[C:15]3[S:31][CH:30]=[CH:29][C:16]=3[N:17]=2)=[C:21]([F:28])[CH:22]=1. The catalyst class is: 25.